Dataset: Experimentally validated miRNA-target interactions with 360,000+ pairs, plus equal number of negative samples. Task: Binary Classification. Given a miRNA mature sequence and a target amino acid sequence, predict their likelihood of interaction. (1) The miRNA is hsa-miR-6878-3p with sequence CUGGCCUCUUCUUUCUCCUAG. The protein sequence of the target gene is MASSPDPPSPLLVRLRESIPKAHRKLEIYFQSRASGGGECSVQPVGPSAPDTYEVKFLKKADKEKVLKKSEHEMLVHNKPVTIVLETTKKPVEDLRPRLPSLTQPVETPSSRPPSLTGSLDEALCDDIHPQDGLVSNSVDSVVQKIFLAVTAELNCDLLSKEQRASITTVCPHIIKSMEGSDGIKKVCGNFKDIEKIHHFLSEQLLEREQKRKGSEQKRKCAPQKHTPPDVEREPPDQSSIQVPVLLLEYFKHVNPGRLEFIEYKFGVNIEIQASSPNMVTVGFTSSPFGNVEEASQSFV.... Result: 0 (no interaction). (2) The miRNA is hsa-miR-5009-5p with sequence UUGGACUUUUUCAGAUUUGGGGAU. The protein sequence of the target gene is MTMETVESQHDGSITASLTESKSAHVQTQTGQNSIPALAQVSVAGSGTRRGSPAVTLVQLPSGQTIHVQGVIQTPQPWVIQSSEIHTVQVAAIAETDESAESEGVIDSHKRREILSRRPSYRKILNELSSDVPGVPKIEEERSEEEGTPPSIATMAVPTSIYQTSTGQYIAIAQGGTIQISNPGSDGVQGLQALTMTNSGAPPPGATIVQYAAQSADGTQQFFVPGSQVVVQDEETELAPSHMAAATGDMPTYQIRAPTAALPQGVVMAASPGSLHSPQQLAEEATRKRELRLMKNREAA.... Result: 0 (no interaction). (3) The miRNA is hsa-miR-3130-3p with sequence GCUGCACCGGAGACUGGGUAA. The protein sequence of the target gene is MTPSPLLLLLLPPLLLGAFPPAAAARGPPKMADKVVPRQVARLGRTVRLQCPVEGDPPPLTMWTKDGRTIHSGWSRFRVLPQGLKVKQVEREDAGVYVCKATNGFGSLSVNYTLVVLDDISPGKESLGPDSSSGGQEDPASQQWARPRFTQPSKMRRRVIARPVGSSVRLKCVASGHPRPDITWMKDDQALTRPEAAEPRKKKWTLSLKNLRPEDSGKYTCRVSNRAGAINATYKVDVIQRTRSKPVLTGTHPVNTTVDFGGTTSFQCKVRSDVKPVIQWLKRVEYGAEGRHNSTIDVGG.... Result: 1 (interaction). (4) The miRNA is hsa-miR-6509-3p with sequence UUCCACUGCCACUACCUAAUUU. The protein sequence of the target gene is MSRRPCSCALRPPRCSCSASPSAVTAAGRPRPSDSCKEESSTLSVKMKCDFNCNHVHSGLKLVKPDDIGRLVSYTPAYLEGSCKDCIKDYERLSCIGSPIVSPRIVQLETESKRLHNKENQHVQQTLNSTNEIEALETSRLYEDSGYSSFSLQSGLSEHEEGSLLEENFGDSLQSCLLQIQSPDQYPNKNLLPVLHFEKVVCSTLKKNAKRNPKVDREMLKEIIARGNFRLQNIIGRKMGLECVDILSELFRRGLRHVLATILAQLSDMDLINVSKVSTTWKKILEDDKGAFQLYSKAIQ.... Result: 0 (no interaction). (5) Result: 1 (interaction). The miRNA is hsa-miR-125a-3p with sequence ACAGGUGAGGUUCUUGGGAGCC. The protein sequence of the target gene is MTPPRLFWVWLLVAGTQGVNDGDMRLADGGATNQGRVEIFYRGQWGTVCDNLWDLTDASVVCRALGFENATQALGRAAFGQGSGPIMLDEVQCTGTEASLADCKSLGWLKSNCRHERDAGVVCTNETRSTHTLDLSRELSEALGQIFDSQRGCDLSISVNVQGEDALGFCGHTVILTANLEAQALWKEPGSNVTMSVDAECVPMVRDLLRYFYSRRIDITLSSVKCFHKLASAYGARQLQGYCASLFAILLPQDPSFQMPLDLYAYAVATGDALLEKLCLQFLAWNFEALTQAEAWPSVP.... (6) The miRNA is hsa-miR-142-3p with sequence UGUAGUGUUUCCUACUUUAUGGA. The protein sequence of the target gene is MGEDTDTRKINHSFLRDHSYVTEADIISTVEFNHTGELLATGDKGGRVVIFQREPESKNAPHSQGEYDVYSTFQSHEPEFDYLKSLEIEEKINKIKWLPQQNAAHSLLSTNDKTIKLWKITERDKRPEGYNLKDEEGKLKDLSTVTSLQVPVLKPMDLMVEVSPRRIFANGHTYHINSISVNSDCETYMSADDLRINLWHLAITDRSFNIVDIKPANMEDLTEVITASEFHPHHCNLFVYSSSKGSLRLCDMRAAALCDKHSKLFEEPEDPSNRSFFSEIISSVSDVKFSHSGRYMLTRD.... Result: 1 (interaction). (7) The miRNA is cel-miR-56-3p with sequence UACCCGUAAUGUUUCCGCUGAG. The protein sequence of the target gene is MEQRRFYLRAMQADNLSVVLLSVAWLLLARGTTGMPQYSTFHSENRDWTFNHLTVHRRTGAVYVGAINRVYKLTGNLTIQVAHKTGPEEDNKACYPPLIVQPCSEVLTLTNNVNKLLIIDYSENRLLACGSLYQGVCKLLRLDDLFILVEPSHKKEHYLSSVNKTGTMYGVIVRSEGEDGKLFIGTAVDGKQDYFPTLSSRKLPRDPESSAMLDYELHSDFVSSLIKIPSDTLALVSHFDIFYIYGFASGGFVYFLTVQPETPDGMAINSAGDLFYTSRIVRLCKDDPKFHSYVSLPFGC.... Result: 0 (no interaction).